This data is from Catalyst prediction with 721,799 reactions and 888 catalyst types from USPTO. The task is: Predict which catalyst facilitates the given reaction. (1) Reactant: [CH3:1][C:2]1[C:11]2[CH:10]=[C:9]3[O:12][CH2:13][O:14][C:8]3=[CH:7][C:6]=2[O:5][C:4](=[O:15])[C:3]=1[CH2:16][C:17]([O:19]CC)=[O:18].Cl. Product: [CH3:1][C:2]1[C:11]2[CH:10]=[C:9]3[O:12][CH2:13][O:14][C:8]3=[CH:7][C:6]=2[O:5][C:4](=[O:15])[C:3]=1[CH2:16][C:17]([OH:19])=[O:18]. The catalyst class is: 15. (2) Reactant: C([O:4][CH2:5][C:6]1[C:11]([N:12]2[CH2:24][CH2:23][N:15]3[C:16]4[CH2:17][CH2:18][CH2:19][CH2:20][C:21]=4[CH:22]=[C:14]3[C:13]2=[O:25])=[CH:10][C:9]([F:26])=[CH:8][C:7]=1[C:27]1[N:35]=[C:34]2[C:30]([N:31]=[CH:32][NH:33]2)=[C:29]([NH:36][C:37]2[CH:42]=[CH:41][C:40]([N:43]3[CH2:48][CH2:47][N:46]([CH:49]4[CH2:52][O:51][CH2:50]4)[CH2:45][CH2:44]3)=[CH:39][CH:38]=2)[N:28]=1)(=O)C.[OH-].[Li+]. Product: [F:26][C:9]1[CH:8]=[C:7]([C:27]2[N:35]=[C:34]3[C:30]([N:31]=[CH:32][NH:33]3)=[C:29]([NH:36][C:37]3[CH:42]=[CH:41][C:40]([N:43]4[CH2:44][CH2:45][N:46]([CH:49]5[CH2:50][O:51][CH2:52]5)[CH2:47][CH2:48]4)=[CH:39][CH:38]=3)[N:28]=2)[C:6]([CH2:5][OH:4])=[C:11]([N:12]2[CH2:24][CH2:23][N:15]3[C:16]4[CH2:17][CH2:18][CH2:19][CH2:20][C:21]=4[CH:22]=[C:14]3[C:13]2=[O:25])[CH:10]=1. The catalyst class is: 854. (3) Reactant: Cl.[Cl:2][C:3]1[CH:11]=[C:10]2[C:6]([C:7]([CH2:12][CH2:13][NH2:14])=[CH:8][NH:9]2)=[CH:5][CH:4]=1.C(N(C(C)C)C(C)C)C.[F:24][CH:25]([F:36])[CH2:26][O:27][C:28]1[CH:29]=[C:30]([CH:33]=[CH:34][CH:35]=1)[CH:31]=O.S([O-])([O-])(=O)=O.[Na+].[Na+].[BH4-].[Na+]. Product: [Cl:2][C:3]1[CH:11]=[C:10]2[C:6]([C:7]([CH2:12][CH2:13][NH:14][CH2:31][C:30]3[CH:33]=[CH:34][CH:35]=[C:28]([O:27][CH2:26][CH:25]([F:24])[F:36])[CH:29]=3)=[CH:8][NH:9]2)=[CH:5][CH:4]=1. The catalyst class is: 8. (4) Reactant: [NH2:1][C:2]1[NH:3][C:4]2[CH:10]=[CH:9][CH:8]=[CH:7][C:5]=2[N:6]=1.CC[O-].[Na+].[CH2:15](Cl)[C:16]1[CH:21]=[CH:20][CH:19]=[CH:18][CH:17]=1. Product: [NH2:1][C:2]1[N:6]([CH2:15][C:16]2[CH:21]=[CH:20][CH:19]=[CH:18][CH:17]=2)[C:5]2[CH:7]=[CH:8][CH:9]=[CH:10][C:4]=2[N:3]=1. The catalyst class is: 14. (5) Reactant: [CH3:1][O:2][C:3]1[CH:4]=[C:5]2[C:10](=[CH:11][CH:12]=1)[NH:9][CH2:8][CH2:7][CH2:6]2.[Br-:13].[Br-].[Br-].[NH+]1C=CC=CC=1.[NH+]1C=CC=CC=1.[NH+]1C=CC=CC=1. Product: [Br:13][C:11]1[CH:12]=[C:3]([O:2][CH3:1])[CH:4]=[C:5]2[C:10]=1[NH:9][CH2:8][CH2:7][CH2:6]2. The catalyst class is: 2. (6) Reactant: [CH2:1]([O:3][C@H:4]([C:42]([O:44]CC)=[O:43])[CH2:5][C:6]1[CH:41]=[CH:40][C:9]([O:10][CH2:11][CH2:12][N:13]2[C:22]3[C:17](=[CH:18][C:19]([C:23](=[N:35][O:36][CH3:37])[C:24]4[CH:34]=[CH:33][C:27]([C:28]([O:30]CC)=[O:29])=[CH:26][CH:25]=4)=[CH:20][CH:21]=3)[C:16]([CH3:39])([CH3:38])[CH2:15][CH2:14]2)=[CH:8][CH:7]=1)[CH3:2].[OH-].[Li+].Cl. Product: [C:42]([C@@H:4]([O:3][CH2:1][CH3:2])[CH2:5][C:6]1[CH:7]=[CH:8][C:9]([O:10][CH2:11][CH2:12][N:13]2[C:22]3[C:17](=[CH:18][C:19]([C:23](=[N:35][O:36][CH3:37])[C:24]4[CH:25]=[CH:26][C:27]([C:28]([OH:30])=[O:29])=[CH:33][CH:34]=4)=[CH:20][CH:21]=3)[C:16]([CH3:39])([CH3:38])[CH2:15][CH2:14]2)=[CH:40][CH:41]=1)([OH:44])=[O:43]. The catalyst class is: 1. (7) Reactant: [C:1]1([S:11]([N:14]2[CH:18]([C:19](O)=[O:20])[CH2:17][CH:16]3[CH2:22][CH2:23][CH2:24][CH:15]23)(=[O:13])=[O:12])[C:10]2[C:5](=[CH:6][CH:7]=[CH:8][CH:9]=2)[CH:4]=[CH:3][CH:2]=1.ClC(OCC)=O.C(N1CCOCC1)C.C[Si]([NH:43][OH:44])(C)C. Product: [OH:44][NH:43][C:19]([CH:18]1[N:14]([S:11]([C:1]2[C:10]3[C:5](=[CH:6][CH:7]=[CH:8][CH:9]=3)[CH:4]=[CH:3][CH:2]=2)(=[O:13])=[O:12])[CH:15]2[CH2:24][CH2:23][CH2:22][CH:16]2[CH2:17]1)=[O:20]. The catalyst class is: 3. (8) Reactant: [F:1][C:2]1[CH:3]=[C:4]([CH2:11][N:12]2[CH2:17][CH2:16][N:15]([C:18]([O:20][C:21]([CH3:24])([CH3:23])[CH3:22])=[O:19])[C@@H:14]([CH3:25])[CH2:13]2)[CH:5]=[CH:6][C:7]=1[N+:8]([O-])=O.NC1C=CC(CN2CCN(C(OC(C)(C)C)=O)[C@@H](C)C2)=CC=1.[OH-].[K+]. Product: [NH2:8][C:7]1[CH:6]=[CH:5][C:4]([CH2:11][N:12]2[CH2:17][CH2:16][N:15]([C:18]([O:20][C:21]([CH3:23])([CH3:22])[CH3:24])=[O:19])[C@@H:14]([CH3:25])[CH2:13]2)=[CH:3][C:2]=1[F:1]. The catalyst class is: 66.